This data is from M1 muscarinic receptor agonist screen with 61,833 compounds. The task is: Binary Classification. Given a drug SMILES string, predict its activity (active/inactive) in a high-throughput screening assay against a specified biological target. (1) The compound is S(=O)(=O)(N1CCC(CC1)C(=O)Nc1cc(ccc1)C(=O)C)c1cc(c(OC)cc1)C. The result is 0 (inactive). (2) The molecule is O=C1N(CC(C1)C(=O)NCC=C)c1ccc(OCC(=O)Nc2cc(OC)ccc2)cc1. The result is 0 (inactive).